From a dataset of Catalyst prediction with 721,799 reactions and 888 catalyst types from USPTO. Predict which catalyst facilitates the given reaction. (1) Reactant: Cl[C:2]1[N:7]=[C:6]([C:8]2[S:12][C:11]([N:13]3[CH2:18][CH2:17][N:16]([CH3:19])[CH2:15][CH2:14]3)=[N:10][C:9]=2[C:20]2[CH:21]=[C:22]([NH:26][C:27](=[O:36])[C:28]3[C:33]([F:34])=[CH:32][CH:31]=[CH:30][C:29]=3[F:35])[CH:23]=[CH:24][CH:25]=2)[CH:5]=[CH:4][N:3]=1.CC(O)C.[N:41]1([CH2:46][C:47]2[CH:48]=[C:49]([NH2:53])[CH:50]=[CH:51][CH:52]=2)[CH2:45][CH2:44][CH2:43][CH2:42]1.Cl. Product: [F:35][C:29]1[CH:30]=[CH:31][CH:32]=[C:33]([F:34])[C:28]=1[C:27]([NH:26][C:22]1[CH:23]=[CH:24][CH:25]=[C:20]([C:9]2[N:10]=[C:11]([N:13]3[CH2:18][CH2:17][N:16]([CH3:19])[CH2:15][CH2:14]3)[S:12][C:8]=2[C:6]2[CH:5]=[CH:4][N:3]=[C:2]([NH:53][C:49]3[CH:50]=[CH:51][CH:52]=[C:47]([CH2:46][N:41]4[CH2:42][CH2:43][CH2:44][CH2:45]4)[CH:48]=3)[N:7]=2)[CH:21]=1)=[O:36]. The catalyst class is: 12. (2) Reactant: [N:1]1([C:7]2[N:12]=[C:11]([C:13]3[C:14]([C:20]([F:23])([F:22])[F:21])=[CH:15][C:16]([NH2:19])=[N:17][CH:18]=3)[CH:10]=[C:9]([N:24]3[CH2:29][CH2:28][O:27][CH2:26][CH2:25]3)[N:8]=2)[CH2:6][CH2:5][O:4][CH2:3][CH2:2]1.CC(C)=O.[ClH:34]. Product: [ClH:34].[OH2:4].[N:1]1([C:7]2[N:12]=[C:11]([C:13]3[C:14]([C:20]([F:23])([F:21])[F:22])=[CH:15][C:16]([NH2:19])=[N:17][CH:18]=3)[CH:10]=[C:9]([N:24]3[CH2:25][CH2:26][O:27][CH2:28][CH2:29]3)[N:8]=2)[CH2:2][CH2:3][O:4][CH2:5][CH2:6]1. The catalyst class is: 6. (3) Reactant: [CH3:1][O:2][C:3]1[CH:8]=[C:7]2[CH2:9][CH:10]([CH2:13][CH:14]3[CH2:19][CH2:18][N:17]([CH2:20][C:21]4[CH:26]=[CH:25][CH:24]=[CH:23][CH:22]=4)[CH2:16][CH2:15]3)[C:11](=[O:12])[C:6]2=[CH:5][C:4]=1[O:27][CH3:28].C(O)(C(O)=O)=O.[Cl:35]CCl.N. Product: [CH3:1][O:2][C:3]1[CH:8]=[C:7]2[CH2:9][CH:10]([CH2:13][CH:14]3[CH2:15][CH2:16][N:17]([CH2:20][C:21]4[CH:22]=[CH:23][CH:24]=[CH:25][CH:26]=4)[CH2:18][CH2:19]3)[C:11](=[O:12])[C:6]2=[CH:5][C:4]=1[O:27][CH3:28].[ClH:35]. The catalyst class is: 6. (4) Reactant: [CH3:1][O:2][C:3]([C:5]1[C:10](=[O:11])[N:9]([C:12]2[CH:17]=[CH:16][CH:15]=[C:14]([C:18]([F:21])([F:20])[F:19])[CH:13]=2)[C:8]([CH3:22])=[CH:7][N:6]=1)=[O:4].[Br:23]N1C(=O)CCC1=O.O. Product: [CH3:1][O:2][C:3]([C:5]1[C:10](=[O:11])[N:9]([C:12]2[CH:17]=[CH:16][CH:15]=[C:14]([C:18]([F:21])([F:19])[F:20])[CH:13]=2)[C:8]([CH3:22])=[C:7]([Br:23])[N:6]=1)=[O:4]. The catalyst class is: 9. (5) Reactant: C(O)(C(F)(F)F)=O.[CH:8]([C@H:11]1[N:16](C(OC(C)(C)C)=O)[CH2:15][CH2:14][N:13]2[C:24]3[CH:30]=[C:29]([S:31]([CH3:34])(=[O:33])=[O:32])[C:28]([C:35]([O:37][CH3:38])=[O:36])=[CH:27][C:25]=3[N:26]=[C:12]12)([CH3:10])[CH3:9]. Product: [CH:8]([C@H:11]1[NH:16][CH2:15][CH2:14][N:13]2[C:24]3[CH:30]=[C:29]([S:31]([CH3:34])(=[O:33])=[O:32])[C:28]([C:35]([O:37][CH3:38])=[O:36])=[CH:27][C:25]=3[N:26]=[C:12]12)([CH3:10])[CH3:9]. The catalyst class is: 2. (6) Reactant: Cl[C:2]1[CH:7]=[C:6]([C:8]2[CH:13]=[CH:12][CH:11]=[CH:10][N:9]=2)[N:5]=[C:4]([C:14]2[CH:19]=[CH:18][CH:17]=[CH:16][N:15]=2)[CH:3]=1.[NH2:20][NH2:21]. Product: [NH:20]([C:2]1[CH:7]=[C:6]([C:8]2[CH:13]=[CH:12][CH:11]=[CH:10][N:9]=2)[N:5]=[C:4]([C:14]2[CH:19]=[CH:18][CH:17]=[CH:16][N:15]=2)[CH:3]=1)[NH2:21]. The catalyst class is: 619. (7) Reactant: [C:1]1([C:7]2[C:11]([C:12]([F:15])([F:14])[F:13])=[C:10]([C:16](F)=[O:17])[O:9][N:8]=2)[CH:6]=[CH:5][CH:4]=[CH:3][CH:2]=1.[N:19]([CH:22]1[CH:31]([OH:32])[C:30]2[C:25](=[CH:26][C:27]([C:33](=[N:35]O)[NH2:34])=[CH:28][CH:29]=2)[O:24][CH2:23]1)=[N+:20]=[N-:21].CCN(C(C)C)C(C)C. Product: [N:19]([CH:22]1[CH:31]([OH:32])[C:30]2[C:25](=[CH:26][C:27]([C:33]3[N:35]=[C:16]([C:10]4[O:9][N:8]=[C:7]([C:1]5[CH:6]=[CH:5][CH:4]=[CH:3][CH:2]=5)[C:11]=4[C:12]([F:15])([F:14])[F:13])[O:17][N:34]=3)=[CH:28][CH:29]=2)[O:24][CH2:23]1)=[N+:20]=[N-:21]. The catalyst class is: 10.